Dataset: Forward reaction prediction with 1.9M reactions from USPTO patents (1976-2016). Task: Predict the product of the given reaction. (1) Given the reactants Br[C:2]1[C:3]([CH2:24][CH3:25])=[C:4]([C:8]2[N:12]=[C:11]([C:13]3[CH:18]=[CH:17][C:16]([O:19][CH:20]([CH3:22])[CH3:21])=[C:15]([Cl:23])[CH:14]=3)[O:10][N:9]=2)[CH:5]=[CH:6][CH:7]=1.[C:26](P(C(C)(C)C)C(C)(C)C)(C)(C)C.C(=O)([O-])[O-].[Cs+].[Cs+].Br[Zn][CH2:47][CH2:48][C:49]([O:51][CH2:52][CH3:53])=[O:50], predict the reaction product. The product is: [Cl:23][C:15]1[CH:14]=[C:13]([C:11]2[O:10][N:9]=[C:8]([C:4]3[C:3]([CH2:24][CH3:25])=[C:2]([CH2:26][CH2:47][CH2:48][C:49]([O:51][CH2:52][CH3:53])=[O:50])[CH:7]=[CH:6][CH:5]=3)[N:12]=2)[CH:18]=[CH:17][C:16]=1[O:19][CH:20]([CH3:22])[CH3:21]. (2) Given the reactants [H-].[Na+].[Br-].[CH:4]1([P+](C2C=CC=CC=2)(C2C=CC=CC=2)C2C=CC=CC=2)[CH2:6][CH2:5]1.[CH3:26][O:27][C:28]1[CH:36]=[C:35]2[C:31]([CH2:32][CH2:33][C:34]2=O)=[CH:30][CH:29]=1.COCCOCCN(CCOCCOC)CCOCCOC, predict the reaction product. The product is: [C:4]1(=[C:34]2[C:35]3[C:31](=[CH:30][CH:29]=[C:28]([O:27][CH3:26])[CH:36]=3)[CH2:32][CH2:33]2)[CH2:6][CH2:5]1. (3) Given the reactants Cl[CH2:2][CH2:3][CH2:4][CH2:5][O:6][C:7]1[CH:12]=[CH:11][C:10]([O:13][CH3:14])=[CH:9][CH:8]=1.[CH3:15][CH:16]([CH3:32])[C:17]([NH:19][C:20]1[CH:25]=[CH:24][CH:23]=[C:22]([CH:26]2[CH2:31][CH2:30][NH:29][CH2:28][CH2:27]2)[CH:21]=1)=[O:18], predict the reaction product. The product is: [CH3:14][O:13][C:10]1[CH:11]=[CH:12][C:7]([O:6][CH2:5][CH2:4][CH2:3][CH2:2][N:29]2[CH2:30][CH2:31][CH:26]([C:22]3[CH:21]=[C:20]([NH:19][C:17](=[O:18])[CH:16]([CH3:15])[CH3:32])[CH:25]=[CH:24][CH:23]=3)[CH2:27][CH2:28]2)=[CH:8][CH:9]=1. (4) Given the reactants [Br:1][C:2]1[CH:14]=[C:13]([C:15]2[C:27]3[C:26]([CH3:28])=[C:25]([CH3:29])[O:24][C:23]=3[CH:22]=[C:21]3[C:16]=2[CH:17]=[CH:18][CH:19]=[CH:20]3)[CH:12]=[C:11]([CH2:30][CH3:31])[C:3]=1[O:4][CH2:5][CH2:6][CH2:7][C:8](O)=[O:9].C(Cl)(=O)C(Cl)=O.C[N:39](C)C=O.N, predict the reaction product. The product is: [Br:1][C:2]1[CH:14]=[C:13]([C:15]2[C:27]3[C:26]([CH3:28])=[C:25]([CH3:29])[O:24][C:23]=3[CH:22]=[C:21]3[C:16]=2[CH:17]=[CH:18][CH:19]=[CH:20]3)[CH:12]=[C:11]([CH2:30][CH3:31])[C:3]=1[O:4][CH2:5][CH2:6][CH2:7][C:8]([NH2:39])=[O:9]. (5) Given the reactants N(OCCC(C)C)=O.[F:9][C:10]1[CH:15]=[CH:14][C:13](N)=[CH:12][C:11]=1[N+:17]([O-:19])=[O:18].[I:20]CI, predict the reaction product. The product is: [F:9][C:10]1[CH:15]=[CH:14][C:13]([I:20])=[CH:12][C:11]=1[N+:17]([O-:19])=[O:18]. (6) Given the reactants Cl.[NH2:2][C:3]1[CH:8]=[C:7]([C:9]([F:12])([F:11])[F:10])[CH:6]=[CH:5][C:4]=1[SH:13].[CH3:14][S:15][C:16]1[CH:23]=[CH:22][CH:21]=[CH:20][C:17]=1[CH:18]=O.C(N(C(C)C)CC)(C)C.CS(C)=O, predict the reaction product. The product is: [CH3:14][S:15][C:16]1[CH:23]=[CH:22][CH:21]=[CH:20][C:17]=1[C:18]1[S:13][C:4]2[CH:5]=[CH:6][C:7]([C:9]([F:10])([F:11])[F:12])=[CH:8][C:3]=2[N:2]=1. (7) Given the reactants [Si]([O:8][CH2:9][CH2:10]/[C:11](/Cl)=[N:12]/[OH:13])(C(C)(C)C)(C)C.N#N.[CH:17]#[C:18][CH3:19].C(N(CC)CC)C, predict the reaction product. The product is: [CH3:19][C:18]1[C:11]([CH2:10][CH2:9][OH:8])=[N:12][O:13][CH:17]=1.